This data is from Forward reaction prediction with 1.9M reactions from USPTO patents (1976-2016). The task is: Predict the product of the given reaction. Given the reactants [CH2:1]([N:3]([CH2:14][CH3:15])[C:4](=[O:13])[C:5]1[CH:10]=[CH:9][C:8]([I:11])=[C:7]([OH:12])[CH:6]=1)[CH3:2].C([O-])([O-])=O.[K+].[K+].FC(F)(F)S(O[CH2:28][C:29]([F:32])([F:31])[F:30])(=O)=O, predict the reaction product. The product is: [CH2:14]([N:3]([CH2:1][CH3:2])[C:4](=[O:13])[C:5]1[CH:10]=[CH:9][C:8]([I:11])=[C:7]([O:12][CH2:28][C:29]([F:32])([F:31])[F:30])[CH:6]=1)[CH3:15].